Dataset: Human liver microsome stability data. Task: Regression/Classification. Given a drug SMILES string, predict its absorption, distribution, metabolism, or excretion properties. Task type varies by dataset: regression for continuous measurements (e.g., permeability, clearance, half-life) or binary classification for categorical outcomes (e.g., BBB penetration, CYP inhibition). Dataset: hlm. (1) The molecule is CC#Cc1nnn(Cc2ccc(C(F)(F)F)cc2)c1C(=O)N[C@@H](C)c1ccc(C(=O)O)cc1. The result is 0 (unstable in human liver microsomes). (2) The molecule is O=S(=O)(NC1CCNCC1)c1cc(S(=O)(=O)c2ccccc2)ccc1C(F)(F)F. The result is 0 (unstable in human liver microsomes).